From a dataset of Reaction yield outcomes from USPTO patents with 853,638 reactions. Predict the reaction yield, written as a fraction of the theoretical maximum amount of product (1.0 means a 100% yield; for example, 0.34 means a 34% yield). (1) The reactants are [N+:1]([C:4]1[CH:9]=[CH:8][CH:7]=[CH:6][C:5]=1[OH:10])([O-:3])=[O:2].[C:11]1(=O)[O:16][C:14](=[O:15])[C:13]2=[CH:17][CH:18]=[CH:19][CH:20]=[C:12]12. The catalyst is [Cl-].[Zn+2].[Cl-]. The product is [OH:10][C:5]1[CH:6]=[CH:7][C:8]([C:11]2([C:8]3[CH:7]=[CH:6][C:5]([OH:10])=[C:4]([N+:1]([O-:3])=[O:2])[CH:9]=3)[C:12]3[C:13](=[CH:17][CH:18]=[CH:19][CH:20]=3)[C:14](=[O:15])[O:16]2)=[CH:9][C:4]=1[N+:1]([O-:3])=[O:2]. The yield is 0.890. (2) The product is [CH3:1][O:2][C:3]([C:5]1[C:13]2[NH:12][C:11]([NH2:14])=[N:10][C:9]=2[CH:8]=[C:7]([C:24]#[N:25])[CH:6]=1)=[O:4]. No catalyst specified. The yield is 0.500. The reactants are [CH3:1][O:2][C:3]([C:5]1[C:13]2[NH:12][C:11]([NH2:14])=[N:10][C:9]=2[CH:8]=[CH:7][CH:6]=1)=[O:4].COC(=O)C1C=C([C:24]#[N:25])C=C([N+]([O-])=O)C=1N. (3) The reactants are [CH3:1][C:2]1([CH3:27])[C:7]([C:8]2[CH:13]=[C:12]([C:14](OC)=[O:15])[CH:11]=[CH:10][C:9]=2[C:18]2[CH:23]=[C:22]([O:24][CH3:25])[CH:21]=[CH:20][C:19]=2[F:26])=[CH:6][CH2:5][CH2:4][CH2:3]1.C1COCC1.[H-].[H-].[H-].[H-].[Li+].[Al+3].[OH-].[Na+]. No catalyst specified. The product is [CH3:1][C:2]1([CH3:27])[C:7]([C:8]2[CH:13]=[C:12]([CH2:14][OH:15])[CH:11]=[CH:10][C:9]=2[C:18]2[CH:23]=[C:22]([O:24][CH3:25])[CH:21]=[CH:20][C:19]=2[F:26])=[CH:6][CH2:5][CH2:4][CH2:3]1. The yield is 0.902.